The task is: Predict the product of the given reaction.. This data is from Forward reaction prediction with 1.9M reactions from USPTO patents (1976-2016). (1) The product is: [C:14](/[C:18](=[CH:24]/[CH:25]([CH3:28])[CH2:26][CH3:27])/[CH:19]=[CH:20]/[C:21](=[O:23])[CH3:22])([CH3:17])([CH3:16])[CH3:15]. Given the reactants C(/C(=C/CC)/C=C/C(=O)C)(C)(C)C.[C:14](/[C:18](=[CH:24]/[CH:25]([CH3:28])[CH2:26][CH3:27])/[CH:19]=[CH:20]/[CH:21]([OH:23])[CH3:22])([CH3:17])([CH3:16])[CH3:15], predict the reaction product. (2) Given the reactants [Cl:1][C:2]1[CH:3]=[C:4]2[C:9](=[CH:10][CH:11]=1)[NH:8][C:7](=[O:12])[N:6]([CH2:13][C:14]([F:17])([F:16])[F:15])[C:5]2([C:19]1[CH:24]=[CH:23][C:22]([Br:25])=[CH:21][CH:20]=1)O.C(N(CC)CC)C.S(Cl)(Cl)=O.[CH:37]1([Mg]Br)[CH2:39][CH2:38]1, predict the reaction product. The product is: [Cl:1][C:2]1[CH:3]=[C:4]2[C:9](=[CH:10][CH:11]=1)[NH:8][C:7](=[O:12])[N:6]([CH2:13][C:14]([F:17])([F:16])[F:15])[C:5]2([CH:37]1[CH2:39][CH2:38]1)[C:19]1[CH:24]=[CH:23][C:22]([Br:25])=[CH:21][CH:20]=1. (3) The product is: [Cl:1][CH2:2][CH2:3][CH2:4][S:5]([O:8][CH2:9][C:10]([CH3:24])([CH3:25])[C@@H:11]([O:23][C:28](=[O:29])[CH:27]([CH3:31])[CH3:26])[C:12]([O:14][CH2:15][CH2:16][O:17][C:18]([O:20][CH2:21][CH3:22])=[O:19])=[O:13])(=[O:7])=[O:6]. Given the reactants [Cl:1][CH2:2][CH2:3][CH2:4][S:5]([O:8][CH2:9][C:10]([CH3:25])([CH3:24])[C@@H:11]([OH:23])[C:12]([O:14][CH2:15][CH2:16][O:17][C:18]([O:20][CH2:21][CH3:22])=[O:19])=[O:13])(=[O:7])=[O:6].[CH3:26][CH:27]([CH3:31])[C:28](Cl)=[O:29].N1C=CC=CC=1, predict the reaction product. (4) Given the reactants [OH:1][C:2]1[CH:9]=[CH:8][C:5]([C:6]#[N:7])=[CH:4][C:3]=1[O:10][C:11]1[CH:16]=[CH:15][CH:14]=[CH:13][CH:12]=1.[C:17]1(P(C2C=CC=CC=2)C2C=CC=CC=2)C=CC=C[CH:18]=1.C(O)C.[N+](C(OCC)=O)(C(OCC)=O)=[N-], predict the reaction product. The product is: [CH2:17]([O:1][C:2]1[CH:9]=[CH:8][C:5]([C:6]#[N:7])=[CH:4][C:3]=1[O:10][C:11]1[CH:12]=[CH:13][CH:14]=[CH:15][CH:16]=1)[CH3:18]. (5) Given the reactants [F:1][C:2]1[C:7]([C:8]([F:11])([F:10])[F:9])=[CH:6][CH:5]=[CH:4][C:3]=1[C:12]([C:15]1[N:19]([CH3:20])[N:18]=[N:17][N:16]=1)=[N:13][OH:14].Br[CH2:22][C:23]1[N:28]=[C:27]([N:29]2[C:37](=[O:38])[C:36]3[C:31](=[CH:32][CH:33]=[CH:34][CH:35]=3)[C:30]2=[O:39])[CH:26]=[CH:25][CH:24]=1.C(=O)([O-])[O-].[Cs+].[Cs+].[I-].[K+], predict the reaction product. The product is: [F:1][C:2]1[C:7]([C:8]([F:11])([F:9])[F:10])=[CH:6][CH:5]=[CH:4][C:3]=1[C:12](=[N:13][O:14][CH2:22][C:23]1[N:28]=[C:27]([N:29]2[C:30](=[O:39])[C:31]3[C:36](=[CH:35][CH:34]=[CH:33][CH:32]=3)[C:37]2=[O:38])[CH:26]=[CH:25][CH:24]=1)[C:15]1[N:19]([CH3:20])[N:18]=[N:17][N:16]=1. (6) Given the reactants C[O:2][C:3]1[C:4]([CH3:36])=[C:5]([C:27]([O:34]C)=[C:28]([O:32][CH3:33])[C:29]=1[O:30][CH3:31])[CH2:6][C:7]1[C:8]([C:21]2[CH:26]=[CH:25][N:24]=[CH:23][CH:22]=2)=[C:9]([CH:18]=[CH:19][CH:20]=1)[C:10]([N:12]1[CH2:17][CH2:16][CH2:15][CH2:14][CH2:13]1)=[O:11].O=[N+]([O-])[O-].[O-][N+](=O)[O-].[O-][N+](=O)[O-].[O-][N+](=O)[O-].[O-][N+](=O)[O-].[O-][N+](=O)[O-].[Ce+4].[NH4+].[NH4+].C(=O)([O-])O.[Na+], predict the reaction product. The product is: [CH3:31][O:30][C:29]1[C:3](=[O:2])[C:4]([CH3:36])=[C:5]([CH2:6][C:7]2[C:8]([C:21]3[CH:22]=[CH:23][N:24]=[CH:25][CH:26]=3)=[C:9]([CH:18]=[CH:19][CH:20]=2)[C:10]([N:12]2[CH2:17][CH2:16][CH2:15][CH2:14][CH2:13]2)=[O:11])[C:27](=[O:34])[C:28]=1[O:32][CH3:33]. (7) Given the reactants [C:1]1([NH2:8])[CH:6]=[CH:5][C:4]([NH2:7])=[CH:3][CH:2]=1.C(=O)([O-])[O-].[K+].[K+].Cl[C:16]1[CH:21]=[CH:20][C:19]([S:22]([C:25]([F:28])([F:27])[F:26])(=[O:24])=[O:23])=[CH:18][CH:17]=1, predict the reaction product. The product is: [F:27][C:25]([F:26])([F:28])[S:22]([C:19]1[CH:20]=[CH:21][C:16]([NH:7][C:4]2[CH:5]=[CH:6][C:1]([NH2:8])=[CH:2][CH:3]=2)=[CH:17][CH:18]=1)(=[O:23])=[O:24]. (8) Given the reactants B(F)(F)F.CCOCC.[CH3:10][C:11]1(O)[CH2:15][CH2:14][CH2:13][CH2:12]1.C[Si]([N:21]=[N+:22]=[N-:23])(C)C, predict the reaction product. The product is: [N:21]([C:11]1([CH3:10])[CH2:15][CH2:14][CH2:13][CH2:12]1)=[N+:22]=[N-:23]. (9) Given the reactants C[O:2][C:3](=[O:20])[C:4]1[CH:9]=[CH:8][CH:7]=[CH:6][C:5]=1[NH:10][C:11](=[O:19])[C:12]1[CH:17]=[CH:16][C:15](I)=[CH:14][CH:13]=1.[C:21]1([CH3:28])[C:26]([OH:27])=[CH:25][CH:24]=[CH:23][CH:22]=1, predict the reaction product. The product is: [C:21]1([CH3:28])[CH:22]=[CH:23][CH:24]=[CH:25][C:26]=1[O:27][C:15]1[CH:16]=[CH:17][C:12]([C:11]([NH:10][C:5]2[CH:6]=[CH:7][CH:8]=[CH:9][C:4]=2[C:3]([OH:2])=[O:20])=[O:19])=[CH:13][CH:14]=1.